This data is from Reaction yield outcomes from USPTO patents with 853,638 reactions. The task is: Predict the reaction yield, written as a fraction of the theoretical maximum amount of product (1.0 means a 100% yield; for example, 0.34 means a 34% yield). The reactants are [CH2:1]([S:8][C:9]1[CH:15]=[CH:14][C:13]([Cl:16])=[CH:12][C:10]=1[NH2:11])[C:2]1[CH:7]=[CH:6][CH:5]=[CH:4][CH:3]=1.[Cl:17][C:18]1[CH:23]=[CH:22][C:21]([S:24](Cl)(=[O:26])=[O:25])=[CH:20][C:19]=1[C:28]([F:31])([F:30])[F:29]. No catalyst specified. The product is [CH2:1]([S:8][C:9]1[CH:15]=[CH:14][C:13]([Cl:16])=[CH:12][C:10]=1[NH:11][S:24]([C:21]1[CH:22]=[CH:23][C:18]([Cl:17])=[C:19]([C:28]([F:31])([F:29])[F:30])[CH:20]=1)(=[O:26])=[O:25])[C:2]1[CH:7]=[CH:6][CH:5]=[CH:4][CH:3]=1. The yield is 0.800.